Dataset: Reaction yield outcomes from USPTO patents with 853,638 reactions. Task: Predict the reaction yield, written as a fraction of the theoretical maximum amount of product (1.0 means a 100% yield; for example, 0.34 means a 34% yield). (1) The reactants are [OH:1][C:2]1[C:11]2[C:6](=[CH:7][CH:8]=[CH:9][CH:10]=2)[NH:5][C:4](=[O:12])[C:3]=1[C:13]([O:15]C)=O.[CH:17]1([NH2:23])[CH2:22][CH2:21][CH2:20][CH2:19][CH2:18]1.C(OCC)C. The catalyst is C1(C)C=CC=CC=1. The product is [CH:17]1([NH:23][C:13]([C:3]2[C:4](=[O:12])[NH:5][C:6]3[C:11]([C:2]=2[OH:1])=[CH:10][CH:9]=[CH:8][CH:7]=3)=[O:15])[CH2:22][CH2:21][CH2:20][CH2:19][CH2:18]1. The yield is 0.350. (2) The reactants are [OH:1][C:2]1[CH:11]=[CH:10][C:5]([C:6]([NH:8][NH2:9])=[O:7])=[CH:4][CH:3]=1.[Cl:12][C:13]1[CH:18]=[CH:17][C:16]([N:19]=[C:20]=S)=[CH:15][C:14]=1[C:22]([F:25])([F:24])[F:23].CCOC(C)=O.CO. The catalyst is CO.[Hg]=O. The product is [Cl:12][C:13]1[CH:18]=[CH:17][C:16]([NH:19][C:20]2[O:7][C:6]([C:5]3[CH:10]=[CH:11][C:2]([OH:1])=[CH:3][CH:4]=3)=[N:8][N:9]=2)=[CH:15][C:14]=1[C:22]([F:23])([F:24])[F:25]. The yield is 0.607.